This data is from Catalyst prediction with 721,799 reactions and 888 catalyst types from USPTO. The task is: Predict which catalyst facilitates the given reaction. (1) Reactant: [CH3:1][C:2]1[CH:16]=[CH:15][C:5]([C:6]([NH:8][C:9]2[CH:14]=[CH:13][CH:12]=[CH:11][CH:10]=2)=O)=[CH:4][CH:3]=1.P(Cl)(Cl)(Cl)(Cl)Cl.[CH2:23]([O:25][C:26](=[O:29])[C:27]#[N:28])[CH3:24].Cl[Sn](Cl)(Cl)Cl. Product: [CH3:1][C:2]1[CH:16]=[CH:15][C:5]([C:6]2[N:28]=[C:27]([C:26]([O:25][CH2:23][CH3:24])=[O:29])[C:14]3[C:9](=[CH:10][CH:11]=[CH:12][CH:13]=3)[N:8]=2)=[CH:4][CH:3]=1. The catalyst class is: 11. (2) Reactant: [I:1][C:2]1[CH:9]=[C:6]([CH:7]=[O:8])[C:5]([OH:10])=[CH:4][CH:3]=1.[C:11]([O-])([O-])=O.[K+].[K+].CI. Product: [CH3:11][O:10][C:5]1[CH:4]=[CH:3][C:2]([I:1])=[CH:9][C:6]=1[CH:7]=[O:8]. The catalyst class is: 3. (3) Reactant: [F:1][C:2]1[CH:3]=[C:4]([N:16]2[CH2:20][C@H:19]([CH2:21][N:22]3[CH:26]=[CH:25][N:24]=[N:23]3)[O:18][C:17]2=[O:27])[CH:5]=[CH:6][C:7]=1[C:8]1[CH:9]=[N:10][C:11]([CH2:14]O)=[CH:12][CH:13]=1.C(Br)(Br)(Br)[Br:29].C1C=CC(P(C2C=CC=CC=2)C2C=CC=CC=2)=CC=1. Product: [Br:29][CH2:14][C:11]1[N:10]=[CH:9][C:8]([C:7]2[CH:6]=[CH:5][C:4]([N:16]3[CH2:20][C@H:19]([CH2:21][N:22]4[CH:26]=[CH:25][N:24]=[N:23]4)[O:18][C:17]3=[O:27])=[CH:3][C:2]=2[F:1])=[CH:13][CH:12]=1. The catalyst class is: 4. (4) Reactant: [Cl:1][C:2]1[N:7]=[C:6]([NH2:8])[CH:5]=[CH:4][CH:3]=1.[Br:9]Br. Product: [Br:9][C:5]1[C:6]([NH2:8])=[N:7][C:2]([Cl:1])=[CH:3][CH:4]=1. The catalyst class is: 22. (5) Reactant: [NH2:1][C:2]1[CH:3]=[C:4]2[C:9](=[C:10]([Cl:12])[CH:11]=1)[N:8]=[CH:7][C:6]([C:13]#[N:14])=[C:5]2[NH:15][C:16]1[CH:21]=[CH:20][C:19]([F:22])=[C:18]([Cl:23])[CH:17]=1.Cl.Cl[CH2:26][C:27]1[NH:28][CH2:29][CH2:30][N:31]=1. Product: [Cl:12][C:10]1[CH:11]=[C:2]([NH:1][CH2:26][C:27]2[NH:31][CH2:30][CH2:29][N:28]=2)[CH:3]=[C:4]2[C:9]=1[N:8]=[CH:7][C:6]([C:13]#[N:14])=[C:5]2[NH:15][C:16]1[CH:21]=[CH:20][C:19]([F:22])=[C:18]([Cl:23])[CH:17]=1. The catalyst class is: 8. (6) Reactant: [BH4-].[Na+].[Cl:3][C:4]1[CH:12]=[C:11]2[C:7](/[C:8](=[CH:14]/[C:15]3[CH:20]=[CH:19][CH:18]=[C:17]([Cl:21])[CH:16]=3)/[C:9](=[O:13])[NH:10]2)=[CH:6][CH:5]=1.CS(C)=O.O. Product: [Cl:3][C:4]1[CH:12]=[C:11]2[C:7]([CH:8]([CH2:14][C:15]3[CH:20]=[CH:19][CH:18]=[C:17]([Cl:21])[CH:16]=3)[C:9](=[O:13])[NH:10]2)=[CH:6][CH:5]=1. The catalyst class is: 5. (7) Reactant: [C:1]([C:3]1[CH:8]=[C:7]([O:9][CH3:10])[C:6]([O:11][CH2:12][C:13]2[CH:18]=[CH:17][CH:16]=[C:15]([S:19]([CH3:27])(=[N:21][C:22]([O:24][CH2:25][CH3:26])=[O:23])=[O:20])[CH:14]=2)=[CH:5][C:4]=1[N:28]=[CH:29]N(C)C)#[N:2].[NH2:33][C:34]1[CH:35]=[CH:36][C:37]([CH3:40])=[N:38][CH:39]=1. Product: [CH2:25]([O:24][C:22]([N:21]=[S:19]([CH3:27])([C:15]1[CH:16]=[CH:17][CH:18]=[C:13]([CH2:12][O:11][C:6]2[CH:5]=[C:4]3[C:3]([C:1]([NH:33][C:34]4[CH:35]=[CH:36][C:37]([CH3:40])=[N:38][CH:39]=4)=[N:2][CH:29]=[N:28]3)=[CH:8][C:7]=2[O:9][CH3:10])[CH:14]=1)=[O:20])=[O:23])[CH3:26]. The catalyst class is: 98. (8) Reactant: [CH3:1][S:2]([O:5][C:6]1[CH:11]=[CH:10][C:9]([C:12]2([C:20]3[CH:25]=[CH:24][N:23]=[C:22]([C:26]4[C:27]([F:32])=[N:28][CH:29]=[CH:30][CH:31]=4)[CH:21]=3)[C:16](=[O:17])[N:15]([CH3:18])[C:14](=S)[NH:13]2)=[CH:8][CH:7]=1)(=[O:4])=[O:3].[OH-].[NH4+:34].C(OO)(C)(C)C. Product: [CH3:1][S:2]([O:5][C:6]1[CH:7]=[CH:8][C:9]([C:12]2([C:20]3[CH:25]=[CH:24][N:23]=[C:22]([C:26]4[C:27]([F:32])=[N:28][CH:29]=[CH:30][CH:31]=4)[CH:21]=3)[C:16](=[O:17])[N:15]([CH3:18])[C:14]([NH2:34])=[N:13]2)=[CH:10][CH:11]=1)(=[O:4])=[O:3]. The catalyst class is: 5. (9) Reactant: Br[C:2]1[S:6][C:5]2=[N:7][CH:8]=[C:9](I)[N:4]2[N:3]=1.[CH3:11][O:12][C:13]1[CH:14]=[C:15](B(O)O)[CH:16]=[CH:17][CH:18]=1.C([O-])([O-])=O.[K+].[K+].CC1(C)C(C)(C)OB([C:36]2[CH:37]=[C:38]([C:43]([F:46])([F:45])[F:44])[C:39]([NH2:42])=[N:40][CH:41]=2)O1. Product: [CH3:11][O:12][C:13]1[CH:14]=[C:15]([C:2]2[S:6][C:5]3=[N:7][CH:8]=[C:9]([C:36]4[CH:37]=[C:38]([C:43]([F:46])([F:45])[F:44])[C:39]([NH2:42])=[N:40][CH:41]=4)[N:4]3[N:3]=2)[CH:16]=[CH:17][CH:18]=1. The catalyst class is: 12. (10) Reactant: [NH2:1][C:2]1[S:3][CH:4]=[CH:5][N:6]=1.N1C=CC=CC=1.[C:13]1([O:19][C:20](Cl)=[O:21])[CH:18]=[CH:17][CH:16]=[CH:15][CH:14]=1.C(OCC)(=O)C.O1CCCC1. Product: [C:13]1([O:19][C:20](=[O:21])[NH:1][C:2]2[S:3][CH:4]=[CH:5][N:6]=2)[CH:18]=[CH:17][CH:16]=[CH:15][CH:14]=1. The catalyst class is: 35.